The task is: Predict the reaction yield, written as a fraction of the theoretical maximum amount of product (1.0 means a 100% yield; for example, 0.34 means a 34% yield).. This data is from Reaction yield outcomes from USPTO patents with 853,638 reactions. (1) The reactants are N#N.C([Sn](CCCC)(CCCC)[CH:8]=[CH:9][CH2:10][CH2:11][OH:12])CCC.FC(F)(F)S(O[C:27]1[C:28]([C:34]2[NH:35][C:36]3[C:41]([CH:42]=2)=[C:40]([F:43])[CH:39]=[CH:38][CH:37]=3)=[N:29][C:30]([Cl:33])=[CH:31][CH:32]=1)(=O)=O.[Li+].[Cl-]. The catalyst is C1COCC1.C1C=CC([P]([Pd]([P](C2C=CC=CC=2)(C2C=CC=CC=2)C2C=CC=CC=2)([P](C2C=CC=CC=2)(C2C=CC=CC=2)C2C=CC=CC=2)[P](C2C=CC=CC=2)(C2C=CC=CC=2)C2C=CC=CC=2)(C2C=CC=CC=2)C2C=CC=CC=2)=CC=1.O. The product is [Cl:33][C:30]1[N:29]=[C:28]([C:34]2[NH:35][C:36]3[C:41]([CH:42]=2)=[C:40]([F:43])[CH:39]=[CH:38][CH:37]=3)[C:27]([CH:8]=[CH:9][CH2:10][CH2:11][OH:12])=[CH:32][CH:31]=1. The yield is 0.500. (2) The reactants are [CH2:1]([O:8][C:9]([N:11]1[CH:17]([C:18]([OH:20])=O)[CH2:16][C:13]2([CH2:15][CH2:14]2)[CH2:12]1)=[O:10])[C:2]1[CH:7]=[CH:6][CH:5]=[CH:4][CH:3]=1.[Li+].[OH-].Cl.Cl.[NH2:25][CH2:26][C:27]([C:29]1[CH:34]=[CH:33][C:32]([Br:35])=[CH:31][CH:30]=1)=[O:28].CN(C(ON1N=NC2C=CC=NC1=2)=[N+](C)C)C.F[P-](F)(F)(F)(F)F.CCN(C(C)C)C(C)C. The catalyst is CO.CCOC(C)=O.CN(C=O)C. The product is [CH2:1]([O:8][C:9]([N:11]1[CH:17]([C:18](=[O:20])[NH:25][CH2:26][C:27]([C:29]2[CH:34]=[CH:33][C:32]([Br:35])=[CH:31][CH:30]=2)=[O:28])[CH2:16][C:13]2([CH2:14][CH2:15]2)[CH2:12]1)=[O:10])[C:2]1[CH:3]=[CH:4][CH:5]=[CH:6][CH:7]=1. The yield is 1.00. (3) The reactants are [OH:1][C:2]1[CH:7]=[CH:6][CH:5]=[CH:4][C:3]=1[CH2:8][C:9]([O:11][CH3:12])=[O:10].C(NC(C)C)(C)C.[Br:20]N1C(=O)CCC1=O.Cl. The catalyst is C(Cl)Cl. The product is [Br:20][C:7]1[C:2]([OH:1])=[C:3]([CH2:8][C:9]([O:11][CH3:12])=[O:10])[CH:4]=[CH:5][CH:6]=1. The yield is 0.760. (4) The reactants are [C:1]([O:5][C:6](=[O:35])[N:7]([CH2:33][CH3:34])[CH2:8][C:9]1[CH:10]=[N:11][CH:12]=[C:13]([C:16]2[CH:17]=[C:18]3[C:22](=[CH:23][CH:24]=2)[N:21]([CH:25]2[CH2:30][CH2:29][CH2:28][CH2:27][O:26]2)[N:20]=[C:19]3[CH:31]=[O:32])[C:14]=1[CH3:15])([CH3:4])([CH3:3])[CH3:2].S([CH2:46][N+:47]#[C-:48])(C1C=CC(C)=CC=1)(=O)=O.C([O-])([O-])=O.[K+].[K+]. The catalyst is CO. The product is [CH2:33]([N:7]([CH2:8][C:9]1[CH:10]=[N:11][CH:12]=[C:13]([C:16]2[CH:17]=[C:18]3[C:22](=[CH:23][CH:24]=2)[N:21]([CH:25]2[CH2:30][CH2:29][CH2:28][CH2:27][O:26]2)[N:20]=[C:19]3[C:31]2[O:32][CH:48]=[N:47][CH:46]=2)[C:14]=1[CH3:15])[C:6](=[O:35])[O:5][C:1]([CH3:3])([CH3:4])[CH3:2])[CH3:34]. The yield is 0.970. (5) The reactants are [N+:1]([C:4]1[CH:9]=[CH:8][CH:7]=[CH:6][C:5]=1[S:10](Cl)(=[O:12])=[O:11])([O-:3])=[O:2].CN.[CH2:16]([N:18](CC)CC)C. The catalyst is ClCCl.O. The product is [CH3:16][NH:18][S:10]([C:5]1[CH:6]=[CH:7][CH:8]=[CH:9][C:4]=1[N+:1]([O-:3])=[O:2])(=[O:12])=[O:11]. The yield is 0.900.